From a dataset of Retrosynthesis with 50K atom-mapped reactions and 10 reaction types from USPTO. Predict the reactants needed to synthesize the given product. (1) Given the product COC(=O)c1ccc(-c2ccc(OC)c(-c3ccc(C(F)(F)F)cc3CN3C(=O)O[C@H](c4cc(C(F)(F)F)cc(C(F)(F)F)c4)[C@@H]3C)c2)c(C)c1, predict the reactants needed to synthesize it. The reactants are: COC(=O)c1ccc(Br)c(C)c1.COc1ccc(B2OC(C)(C)C(C)(C)O2)cc1-c1ccc(C(F)(F)F)cc1CN1C(=O)O[C@H](c2cc(C(F)(F)F)cc(C(F)(F)F)c2)[C@@H]1C. (2) Given the product CCOC(=O)COc1c(OC2CCCCO2)cccc1[N+](=O)[O-], predict the reactants needed to synthesize it. The reactants are: CCOC(=O)CBr.O=[N+]([O-])c1cccc(OC2CCCCO2)c1O. (3) The reactants are: CCCCc1nc(-c2ccc(C(F)(F)F)cc2)sc1CCl.COC(=O)CCc1cccc(O)c1. Given the product CCCCc1nc(-c2ccc(C(F)(F)F)cc2)sc1COc1cccc(CCC(=O)OC)c1, predict the reactants needed to synthesize it. (4) Given the product Cc1ccccc1-c1nc2c(C)cccc2cc1C=O, predict the reactants needed to synthesize it. The reactants are: Cc1cccc2cc(C=O)c(Cl)nc12.Cc1ccccc1B(O)O. (5) Given the product C[C@H]1O[C@@H](n2cc(F)c(=O)[nH]c2=O)[C@H](O)[C@@H]1O, predict the reactants needed to synthesize it. The reactants are: O=c1[nH]c(=O)n([C@@H]2O[C@H](CI)[C@@H](O)[C@H]2O)cc1F. (6) Given the product Fc1cc(C(F)(F)F)cnc1N1CCNCC1, predict the reactants needed to synthesize it. The reactants are: CC(C)(C)OC(=O)N1CCN(c2ncc(C(F)(F)F)cc2F)CC1. (7) Given the product CNc1nc(Cl)nc(N2CCc3ccccc32)n1, predict the reactants needed to synthesize it. The reactants are: CN.Clc1nc(Cl)nc(N2CCc3ccccc32)n1. (8) Given the product COc1ccc2cc(-c3cccc(C#N)c3)[nH]c2c1, predict the reactants needed to synthesize it. The reactants are: COc1ccc2cc(-c3cccc(C(N)=O)c3)[nH]c2c1.